From a dataset of Forward reaction prediction with 1.9M reactions from USPTO patents (1976-2016). Predict the product of the given reaction. (1) Given the reactants Br[C:2]1[CH:7]=[CH:6][C:5]([CH2:8][C@H:9]([NH:13][C:14]([O:16][C:17]([CH3:20])([CH3:19])[CH3:18])=[O:15])[C:10]([OH:12])=[O:11])=[CH:4][CH:3]=1.[CH3:21][C:22]1[CH:23]=[C:24](B(O)O)[CH:25]=[CH:26][CH:27]=1, predict the reaction product. The product is: [C:17]([O:16][C:14]([NH:13][C@@H:9]([CH2:8][C:5]1[CH:6]=[CH:7][C:2]([C:26]2[CH:25]=[CH:24][CH:23]=[C:22]([CH3:21])[CH:27]=2)=[CH:3][CH:4]=1)[C:10]([OH:12])=[O:11])=[O:15])([CH3:20])([CH3:19])[CH3:18]. (2) Given the reactants [Cl:1][C:2]1[CH:7]=[C:6]([C:8]2[N:12]=[C:11]([C:13]3[N:14]=[C:15]4[C:20]([Cl:21])=[CH:19][C:18]([C:22]([F:25])([F:24])[F:23])=[CH:17][N:16]4[CH:26]=3)[O:10][N:9]=2)[C:5]([Cl:27])=[CH:4][C:3]=1[OH:28].[OH-].[Na+].Cl[CH2:32][C@@H:33]([OH:36])[CH2:34][OH:35], predict the reaction product. The product is: [Cl:1][C:2]1[CH:7]=[C:6]([C:8]2[N:12]=[C:11]([C:13]3[N:14]=[C:15]4[C:20]([Cl:21])=[CH:19][C:18]([C:22]([F:23])([F:25])[F:24])=[CH:17][N:16]4[CH:26]=3)[O:10][N:9]=2)[C:5]([Cl:27])=[CH:4][C:3]=1[O:28][CH2:32][C@@H:33]([OH:36])[CH2:34][OH:35].